Dataset: Full USPTO retrosynthesis dataset with 1.9M reactions from patents (1976-2016). Task: Predict the reactants needed to synthesize the given product. (1) Given the product [CH3:24][O:25][C:26]1[CH:33]=[CH:32][C:29]([CH2:30][S:23][C:21]2[O:22][C:18]([C:15]3[CH:16]=[CH:17][C:12]4[O:11][CH:10]=[C:9]([C:6]5[CH:5]=[CH:4][C:3]([O:2][CH3:1])=[CH:8][CH:7]=5)[C:13]=4[CH:14]=3)=[N:19][N:20]=2)=[CH:28][CH:27]=1, predict the reactants needed to synthesize it. The reactants are: [CH3:1][O:2][C:3]1[CH:8]=[CH:7][C:6]([C:9]2[C:13]3[CH:14]=[C:15]([C:18]4[O:22][C:21]([SH:23])=[N:20][N:19]=4)[CH:16]=[CH:17][C:12]=3[O:11][CH:10]=2)=[CH:5][CH:4]=1.[CH3:24][O:25][C:26]1[CH:33]=[CH:32][C:29]([CH2:30]Cl)=[CH:28][CH:27]=1. (2) The reactants are: [Si]([O:8][CH2:9][CH2:10][N:11]1[C:23]2[C:22]3[N:21]=[CH:20][CH:19]=[CH:18][C:17]=3[N:16]=[C:15]([NH2:24])[C:14]=2[N:13]=[C:12]1[CH2:25][O:26][CH2:27][CH3:28])(C(C)(C)C)(C)C.Cl. Given the product [NH2:24][C:15]1[C:14]2[N:13]=[C:12]([CH2:25][O:26][CH2:27][CH3:28])[N:11]([CH2:10][CH2:9][OH:8])[C:23]=2[C:22]2[N:21]=[CH:20][CH:19]=[CH:18][C:17]=2[N:16]=1, predict the reactants needed to synthesize it. (3) Given the product [F:37][CH2:38][CH2:39][NH:40][C:9](=[O:10])[CH2:8][CH2:7][C@H:6]([N:12]([CH3:35])[C:13]([C:15]1[CH:16]=[C:17]2[C:25](=[CH:26][CH:27]=1)[N:24]([CH3:28])[C:23]1[CH2:22][CH2:21][C@@H:20]([CH:29]3[CH2:30][CH2:31][O:32][CH2:33][CH2:34]3)[CH2:19][C:18]2=1)=[O:14])[CH2:5][OH:4], predict the reactants needed to synthesize it. The reactants are: C([O:4][CH2:5][C@@H:6]([N:12]([CH3:35])[C:13]([C:15]1[CH:16]=[C:17]2[C:25](=[CH:26][CH:27]=1)[N:24]([CH3:28])[C:23]1[CH2:22][CH2:21][CH:20]([CH:29]3[CH2:34][CH2:33][O:32][CH2:31][CH2:30]3)[CH2:19][C:18]2=1)=[O:14])[CH2:7][CH2:8][C:9](O)=[O:10])(=O)C.Cl.[F:37][CH2:38][CH2:39][NH2:40].C(N(CC)C(C)C)(C)C.C[O-].[Na+].